From a dataset of Forward reaction prediction with 1.9M reactions from USPTO patents (1976-2016). Predict the product of the given reaction. Given the reactants [OH:1][C:2]1[CH:3]=[C:4]([CH2:8][NH:9][C:10](=[O:18])[C:11]2[CH:16]=[CH:15][CH:14]=[N:13][C:12]=2[NH2:17])[CH:5]=[CH:6][CH:7]=1.[CH2:19](I)[CH3:20].C(=O)([O-])[O-].[Cs+].[Cs+].CN(C=O)C, predict the reaction product. The product is: [CH2:19]([O:1][C:2]1[CH:3]=[C:4]([CH2:8][NH:9][C:10](=[O:18])[C:11]2[CH:16]=[CH:15][CH:14]=[N:13][C:12]=2[NH2:17])[CH:5]=[CH:6][CH:7]=1)[CH3:20].